From a dataset of Experimentally validated miRNA-target interactions with 360,000+ pairs, plus equal number of negative samples. Binary Classification. Given a miRNA mature sequence and a target amino acid sequence, predict their likelihood of interaction. The miRNA is hsa-miR-6765-3p with sequence UCACCUGGCUGGCCCGCCCAG. The protein sequence of the target gene is MAAAAELSSSSGSERSLEQCSSPLLTREVLCEVFRSLHTLTRQLNLRDDVVKITIDWNRLQSLSASQPALLLTALEQHVLYLQPFLAKLQSLMKENSTATEIRQTEAETKSELRAIHPTEDLQDEGKPKDCDVGDVKKTQNLFDPEVVQIKAGKAEIDRRISAFIERKQAEINENNVREFCNVIDCNQENSCARTDAVFTPYPGFKSHVKVSRVVNTYGPQTRPEGIAGSGHKPTGMLRDCGNQAVEERLQNIEAHLRLQTGGPVPRDIYQRIKKLEDKILELEGISPEYFQSVNFSGKR.... Result: 0 (no interaction).